From a dataset of Peptide-MHC class II binding affinity with 134,281 pairs from IEDB. Regression. Given a peptide amino acid sequence and an MHC pseudo amino acid sequence, predict their binding affinity value. This is MHC class II binding data. (1) The peptide sequence is TMEIEDQEYHRLIHS. The MHC is DRB1_0101 with pseudo-sequence DRB1_0101. The binding affinity (normalized) is 0.686. (2) The peptide sequence is VFLGSAHGIPKVPPG. The MHC is DRB1_0901 with pseudo-sequence DRB1_0901. The binding affinity (normalized) is 0.314. (3) The peptide sequence is HDWILADKRPTAWFLHHHHHH. The MHC is DRB1_1101 with pseudo-sequence DRB1_1101. The binding affinity (normalized) is 0.898. (4) The peptide sequence is IPKEQKYSFLQNPQT. The MHC is DRB1_0101 with pseudo-sequence DRB1_0101. The binding affinity (normalized) is 0.552. (5) The peptide sequence is PSPVRDHYILYCEGEL. The MHC is DRB1_0301 with pseudo-sequence DRB1_0301. The binding affinity (normalized) is 0.0607. (6) The peptide sequence is IISTFHLSIPNFNQY. The MHC is DRB1_0101 with pseudo-sequence DRB1_0101. The binding affinity (normalized) is 0.935. (7) The peptide sequence is NSLLTSPLSINTRMT. The MHC is DRB1_1501 with pseudo-sequence DRB1_1501. The binding affinity (normalized) is 0.524. (8) The peptide sequence is SDFSSTSLMDKLRED. The MHC is DRB1_0101 with pseudo-sequence DRB1_0101. The binding affinity (normalized) is 0.117.